Task: Predict the product of the given reaction.. Dataset: Forward reaction prediction with 1.9M reactions from USPTO patents (1976-2016) (1) Given the reactants Cl.[NH:2]1[CH2:21][CH2:20][CH2:19][C@H:3]1[C:4]([NH:6][C@H:7]([C:9]([O:11][CH2:12][C:13]1[CH:18]=[CH:17][CH:16]=[CH:15][CH:14]=1)=[O:10])[CH3:8])=[O:5].[CH3:22][C:23]1[CH:28]=[CH:27][C:26]([S:29]([NH:32][C:33]([NH2:50])=[N:34][CH2:35][CH2:36][CH2:37][C@H:38]([NH:42][C:43]([O:45][C:46]([CH3:49])([CH3:48])[CH3:47])=[O:44])[C:39](O)=[O:40])(=[O:31])=[O:30])=[CH:25][CH:24]=1.ON1C2C=CC=CC=2N=N1.C1(N=C=NC2CCCCC2)CCCCC1, predict the reaction product. The product is: [NH:42]([C:43]([O:45][C:46]([CH3:49])([CH3:48])[CH3:47])=[O:44])[C@H:38]([C:39]([N:2]1[CH2:21][CH2:20][CH2:19][C@H:3]1[C:4]([NH:6][C@H:7]([C:9]([O:11][CH2:12][C:13]1[CH:14]=[CH:15][CH:16]=[CH:17][CH:18]=1)=[O:10])[CH3:8])=[O:5])=[O:40])[CH2:37][CH2:36][CH2:35][NH:34][C:33](=[NH:50])[NH:32][S:29]([C:26]1[CH:27]=[CH:28][C:23]([CH3:22])=[CH:24][CH:25]=1)(=[O:31])=[O:30]. (2) Given the reactants I[C:2]1[N:6]=[C:5]([C:7]2[CH:12]=[CH:11][CH:10]=[C:9]([O:13][C:14]([F:17])([F:16])[F:15])[CH:8]=2)[N:4]([CH3:18])[C:3]=1[C:19]([N:21]1[CH2:26][CH2:25][CH:24]([N:27]2[CH2:31][CH2:30][CH2:29][CH2:28]2)[CH2:23][CH2:22]1)=[O:20].[CH3:32][Si:33]([C:36]#[CH:37])([CH3:35])[CH3:34], predict the reaction product. The product is: [CH3:18][N:4]1[C:3]([C:19]([N:21]2[CH2:26][CH2:25][CH:24]([N:27]3[CH2:31][CH2:30][CH2:29][CH2:28]3)[CH2:23][CH2:22]2)=[O:20])=[C:2]([C:37]#[C:36][Si:33]([CH3:35])([CH3:34])[CH3:32])[N:6]=[C:5]1[C:7]1[CH:12]=[CH:11][CH:10]=[C:9]([O:13][C:14]([F:17])([F:16])[F:15])[CH:8]=1. (3) The product is: [OH:24][C:21]1[CH:20]=[CH:19][C:18]([NH:17][C:16]([C@H:12]2[CH2:13][CH2:14][CH2:15][NH:11]2)=[O:32])=[CH:23][CH:22]=1. Given the reactants C(OC([N:11]1[CH2:15][CH2:14][CH2:13][C@@H:12]1[C:16](=[O:32])[NH:17][C:18]1[CH:23]=[CH:22][C:21]([O:24]CC2C=CC=CC=2)=[CH:20][CH:19]=1)=O)C1C=CC=CC=1.OC1C=CC(NC([C@@H]2CCCN2)=O)=CC=1.Cl, predict the reaction product.